This data is from TCR-epitope binding with 47,182 pairs between 192 epitopes and 23,139 TCRs. The task is: Binary Classification. Given a T-cell receptor sequence (or CDR3 region) and an epitope sequence, predict whether binding occurs between them. (1) The epitope is LPPIVAKEI. The TCR CDR3 sequence is CASSPTTSGRGEQYF. Result: 0 (the TCR does not bind to the epitope). (2) The epitope is KRWIILGLNK. The TCR CDR3 sequence is CASSPGQFSHEQYF. Result: 1 (the TCR binds to the epitope). (3) The epitope is RAKFKQLL. The TCR CDR3 sequence is CASSTLRVGGRTEAFF. Result: 0 (the TCR does not bind to the epitope). (4) The epitope is KLPDDFTGCV. The TCR CDR3 sequence is CASSLDDRFGQPQHF. Result: 1 (the TCR binds to the epitope). (5) The epitope is KRWIILGLNK. The TCR CDR3 sequence is CASSLRGLAFSYSYNEQFF. Result: 1 (the TCR binds to the epitope).